Predict the product of the given reaction. From a dataset of Forward reaction prediction with 1.9M reactions from USPTO patents (1976-2016). (1) Given the reactants [Br:1][C:2]1[C:3]([Cl:23])=[CH:4][C:5]([O:21][CH3:22])=[C:6]([CH:20]=1)[CH2:7][NH:8][CH2:9][C:10]1[CH:15]=[CH:14][C:13]([O:16][CH3:17])=[CH:12][C:11]=1[O:18][CH3:19].[C:24]([O:28][C:29]([N:31]1[CH2:36][CH2:35][CH:34]([C:37](O)=[O:38])[CH2:33][CH2:32]1)=[O:30])([CH3:27])([CH3:26])[CH3:25].CN(C(ON1N=NC2C=CC=NC1=2)=[N+](C)C)C.F[P-](F)(F)(F)(F)F.CCN(CC)CC, predict the reaction product. The product is: [Br:1][C:2]1[C:3]([Cl:23])=[CH:4][C:5]([O:21][CH3:22])=[C:6]([CH:20]=1)[CH2:7][N:8]([CH2:9][C:10]1[CH:15]=[CH:14][C:13]([O:16][CH3:17])=[CH:12][C:11]=1[O:18][CH3:19])[C:37]([CH:34]1[CH2:35][CH2:36][N:31]([C:29]([O:28][C:24]([CH3:27])([CH3:26])[CH3:25])=[O:30])[CH2:32][CH2:33]1)=[O:38]. (2) Given the reactants [C:1]([O:5][C:6]([N:8]1[C:17]2[C:12](=[CH:13][C:14]([C:18]3[CH:23]=[CH:22][CH:21]=[CH:20][CH:19]=3)=[CH:15][CH:16]=2)[C:11]([CH2:24]Br)=[CH:10][C:9]1([CH3:27])[CH3:26])=[O:7])([CH3:4])([CH3:3])[CH3:2].[CH3:28][Mg+].[Br-], predict the reaction product. The product is: [C:1]([O:5][C:6]([N:8]1[C:17]2[C:12](=[CH:13][C:14]([C:18]3[CH:23]=[CH:22][CH:21]=[CH:20][CH:19]=3)=[CH:15][CH:16]=2)[C:11]([CH2:24][CH3:28])=[CH:10][C:9]1([CH3:27])[CH3:26])=[O:7])([CH3:4])([CH3:3])[CH3:2]. (3) The product is: [OH:17][CH2:14][C:15]1[N:3]=[N:2][N:1]([C:4]2[CH:5]=[CH:6][C:7]([C:10]#[C:11][C:12]#[N:13])=[CH:8][CH:9]=2)[CH:16]=1. Given the reactants [N:1]([C:4]1[CH:9]=[CH:8][C:7]([C:10]#[C:11][C:12]#[N:13])=[CH:6][CH:5]=1)=[N+:2]=[N-:3].[CH2:14]([OH:17])[C:15]#[CH:16].O=C1O[C@H]([C@H](CO)O)C([O-])=C1O.[Na+], predict the reaction product. (4) Given the reactants [NH2:1][C:2]1[C:7]([F:8])=[CH:6][C:5]([CH2:9][C:10]([O:12]CC)=[O:11])=[C:4]([F:15])[CH:3]=1.C(N(CC)CC)C.[CH3:23][C:24]1[CH:29]=[CH:28][CH:27]=[CH:26][C:25]=1[N:30]=[C:31]=[O:32], predict the reaction product. The product is: [CH3:23][C:24]1[CH:29]=[CH:28][CH:27]=[CH:26][C:25]=1[NH:30][C:31](=[O:32])[NH:1][C:2]1[C:7]([F:8])=[CH:6][C:5]([CH2:9][C:10]([OH:12])=[O:11])=[C:4]([F:15])[CH:3]=1. (5) Given the reactants [CH2:1]([O:3][C:4]([C:6]1(CC(OCC)=O)[CH2:14][C:13]2[C:8](=[CH:9][CH:10]=[C:11]([OH:15])[CH:12]=2)[N:7]1[C:16]1[CH:21]=[CH:20][C:19]([O:22][CH:23]([CH3:25])[CH3:24])=[CH:18][CH:17]=1)=[O:5])[CH3:2].[F:32][C:33]([F:44])([F:43])[C:34]1[CH:39]=[CH:38][C:37](B(O)O)=[CH:36][CH:35]=1, predict the reaction product. The product is: [CH2:1]([O:3][C:4]([C:6]1[N:7]([C:16]2[CH:21]=[CH:20][C:19]([O:22][CH:23]([CH3:24])[CH3:25])=[CH:18][CH:17]=2)[C:8]2[C:13]([CH:14]=1)=[CH:12][C:11]([O:15][C:37]1[CH:38]=[CH:39][C:34]([C:33]([F:44])([F:43])[F:32])=[CH:35][CH:36]=1)=[CH:10][CH:9]=2)=[O:5])[CH3:2].